This data is from Forward reaction prediction with 1.9M reactions from USPTO patents (1976-2016). The task is: Predict the product of the given reaction. (1) Given the reactants [Cl:1][C:2]1[N:7]=[CH:6][C:5]([NH2:8])=[C:4]([NH:9][CH:10]2[CH2:14][CH2:13][O:12][CH2:11]2)[CH:3]=1.[CH:15](OC)(OC)OC, predict the reaction product. The product is: [Cl:1][C:2]1[N:7]=[CH:6][C:5]2[N:8]=[CH:15][N:9]([CH:10]3[CH2:14][CH2:13][O:12][CH2:11]3)[C:4]=2[CH:3]=1. (2) Given the reactants [Br:1][C:2]1[CH:3]=[N:4][C:5]([N:8]2[CH2:13][CH2:12][CH2:11][CH2:10][CH:9]2[C:14]([O:16]CC)=[O:15])=[N:6][CH:7]=1.[H-].[Na+].CI.[CH3:23]CCCCC, predict the reaction product. The product is: [Br:1][C:2]1[CH:7]=[N:6][C:5]([N:8]2[CH2:13][CH2:12][CH2:11][CH2:10][C:9]2([CH3:23])[C:14]([OH:16])=[O:15])=[N:4][CH:3]=1. (3) Given the reactants CN(C(ON1N=NC2C=CC=NC1=2)=[N+](C)C)C.F[P-](F)(F)(F)(F)F.[CH:25]([C:28]1[S:29][CH:30]=[C:31]([C:33]([N:35]2[CH2:40][C:39]3([CH2:45][CH2:44][N:43]([CH2:46][CH2:47][C:48]4[CH:61]=[CH:60][C:51]([CH2:52][CH2:53][O:54][CH2:55][CH2:56][C:57](O)=[O:58])=[CH:50][CH:49]=4)[CH2:42][CH2:41]3)[O:38][CH2:37][CH2:36]2)=[O:34])[N:32]=1)([CH3:27])[CH3:26].[CH3:62][O:63][CH:64]([O:73][CH3:74])[CH2:65][NH:66][CH:67]1[CH2:72][CH2:71][CH2:70][CH2:69][CH2:68]1.C(N(CC)CC)C, predict the reaction product. The product is: [CH:67]1([N:66]([CH2:65][CH:64]([O:73][CH3:74])[O:63][CH3:62])[C:57](=[O:58])[CH2:56][CH2:55][O:54][CH2:53][CH2:52][C:51]2[CH:60]=[CH:61][C:48]([CH2:47][CH2:46][N:43]3[CH2:42][CH2:41][C:39]4([O:38][CH2:37][CH2:36][N:35]([C:33]([C:31]5[N:32]=[C:28]([CH:25]([CH3:26])[CH3:27])[S:29][CH:30]=5)=[O:34])[CH2:40]4)[CH2:45][CH2:44]3)=[CH:49][CH:50]=2)[CH2:72][CH2:71][CH2:70][CH2:69][CH2:68]1. (4) Given the reactants C([Si]([O:8][CH2:9][CH2:10][O:11][CH2:12][CH:13]1[CH2:17][O:16][C:15]([CH3:19])([CH3:18])[O:14]1)(C)C)(C)(C)C.[F-].C([N+](CCCC)(CCCC)CCCC)CCC.[Cl-].[NH4+].[CH3:40][S:41](Cl)(=[O:43])=[O:42], predict the reaction product. The product is: [CH3:40][S:41]([O:8][CH2:9][CH2:10][O:11][CH2:12][CH:13]1[CH2:17][O:16][C:15]([CH3:19])([CH3:18])[O:14]1)(=[O:43])=[O:42]. (5) Given the reactants [OH:1][CH:2]1[CH:7]([OH:8])[CH:6]2[CH2:9][CH:3]1[C:4](=[O:10])[NH:5]2.[CH:11]12CC(C=[CH:16]1)C(=O)N2.S(=O)(O)[O-].[Na+].C(OC=C)(=O)C, predict the reaction product. The product is: [OH:1][CH:2]1[CH:7]([OH:8])[CH:6]2[CH2:9][CH:3]1[C:4](=[O:10])[N:5]2[CH:11]=[CH2:16]. (6) Given the reactants C(OC(=O)[NH:7][C:8]1([CH2:16][CH2:17][C:18]2[CH:23]=[CH:22][C:21]([S:24]([N:27]3[C:35]4[C:30](=[CH:31][CH:32]=[C:33]([O:36][CH3:37])[CH:34]=4)[C:29]([C:38](=[O:51])[C:39]4[CH:44]=[C:43]([O:45][CH3:46])[C:42]([O:47][CH3:48])=[C:41]([O:49][CH3:50])[CH:40]=4)=[CH:28]3)(=[O:26])=[O:25])=[CH:20][CH:19]=2)[CH2:13][O:12]C(C)(C)[O:10][CH2:9]1)(C)(C)C.C(OC(=O)NC1(CCC2C=CC(CCCN3C4C(=CC=CC=4)C(C(=O)C(F)(F)F)=C3)=CC=2)COC(C)(C)OC1)(C)(C)C, predict the reaction product. The product is: [NH2:7][C:8]([CH2:9][OH:10])([CH2:13][OH:12])[CH2:16][CH2:17][C:18]1[CH:19]=[CH:20][C:21]([S:24]([N:27]2[C:35]3[C:30](=[CH:31][CH:32]=[C:33]([O:36][CH3:37])[CH:34]=3)[C:29]([C:38]([C:39]3[CH:44]=[C:43]([O:45][CH3:46])[C:42]([O:47][CH3:48])=[C:41]([O:49][CH3:50])[CH:40]=3)=[O:51])=[CH:28]2)(=[O:25])=[O:26])=[CH:22][CH:23]=1.